Dataset: Full USPTO retrosynthesis dataset with 1.9M reactions from patents (1976-2016). Task: Predict the reactants needed to synthesize the given product. (1) The reactants are: Cl[C:2]1[CH:3]=[CH:4][C:5]2[O:14][CH2:13][CH2:12][C:11]3[CH:10]=[C:9]([C:15]4[N:16]([C:20]5[CH:25]=[CH:24][C:23]([F:26])=[CH:22][C:21]=5[F:27])[N:17]=[CH:18][N:19]=4)[S:8][C:7]=3[C:6]=2[N:28]=1.[CH3:29][O:30][CH2:31][CH2:32][NH2:33].CC(C1C=C(C(C)C)C(C2C=CC=CC=2P(C2CCCCC2)C2CCCCC2)=C(C(C)C)C=1)C.CC(C)([O-])C. Given the product [F:27][C:21]1[CH:22]=[C:23]([F:26])[CH:24]=[CH:25][C:20]=1[N:16]1[C:15]([C:9]2[S:8][C:7]3[C:6]4[N:28]=[C:2]([NH:33][CH2:32][CH2:31][O:30][CH3:29])[CH:3]=[CH:4][C:5]=4[O:14][CH2:13][CH2:12][C:11]=3[CH:10]=2)=[N:19][CH:18]=[N:17]1, predict the reactants needed to synthesize it. (2) Given the product [F:1][C:2]1[C:7]([NH:37][C:34]2[CH:33]=[C:32]([CH3:31])[NH:36][N:35]=2)=[N:6][C:5]([NH:9][C@H:10]([C:12]2[CH:17]=[CH:16][C:15]([F:18])=[CH:14][CH:13]=2)[CH3:11])=[C:4]([N+:19]([O-:21])=[O:20])[CH:3]=1, predict the reactants needed to synthesize it. The reactants are: [F:1][C:2]1[CH:3]=[C:4]([N+:19]([O-:21])=[O:20])[C:5]([NH:9][C@H:10]([C:12]2[CH:17]=[CH:16][C:15]([F:18])=[CH:14][CH:13]=2)[CH3:11])=[N:6][C:7]=1F.CCN(C(C)C)C(C)C.[CH3:31][C:32]1[NH:36][N:35]=[C:34]([NH2:37])[CH:33]=1. (3) Given the product [C:36]([OH:43])(=[O:42])/[CH:37]=[CH:38]/[C:39]([OH:41])=[O:40].[CH3:1][N:2]([CH2:4][C:5]1[C:13]2[O:12][N:11]=[C:10]([CH2:14][CH2:15][CH:16]3[CH2:21][CH2:20][N:19]([CH2:22][CH:23]4[O:24][CH2:25][CH2:26][O:27]4)[CH2:18][CH2:17]3)[C:9]=2[CH:8]=[CH:7][C:6]=1[O:28][CH2:29][C:30]1[CH:35]=[CH:34][CH:33]=[CH:32][CH:31]=1)[CH3:3], predict the reactants needed to synthesize it. The reactants are: [CH3:1][N:2]([CH2:4][C:5]1[C:13]2[O:12][N:11]=[C:10]([CH2:14][CH2:15][CH:16]3[CH2:21][CH2:20][N:19]([CH2:22][CH:23]4[O:27][CH2:26][CH2:25][O:24]4)[CH2:18][CH2:17]3)[C:9]=2[CH:8]=[CH:7][C:6]=1[O:28][CH2:29][C:30]1[CH:35]=[CH:34][CH:33]=[CH:32][CH:31]=1)[CH3:3].[C:36]([OH:43])(=[O:42])/[CH:37]=[CH:38]/[C:39]([OH:41])=[O:40]. (4) The reactants are: [OH:1][C:2]1[CH:11]=[CH:10][C:5]2[C:6](=[O:9])[CH2:7][O:8][C:4]=2[CH:3]=1.[N:12]1([C:19]([O:21][C:22]([CH3:25])([CH3:24])[CH3:23])=[O:20])[CH2:18][CH2:17][CH2:16][NH:15][CH2:14][CH2:13]1.[CH2:26]=O. Given the product [OH:1][C:2]1[CH:11]=[CH:10][C:5]2[C:6](=[O:9])[CH2:7][O:8][C:4]=2[C:3]=1[CH2:26][N:15]1[CH2:16][CH2:17][CH2:18][N:12]([C:19]([O:21][C:22]([CH3:25])([CH3:24])[CH3:23])=[O:20])[CH2:13][CH2:14]1, predict the reactants needed to synthesize it.